Task: Predict the product of the given reaction.. Dataset: Forward reaction prediction with 1.9M reactions from USPTO patents (1976-2016) The product is: [NH2:38][C:30]([CH2:29][N:24]1[C:25]2[C:21](=[C:20]([C:17]3[N:16]=[C:15]([C:7]4[CH:8]=[CH:9][C:10]([O:11][CH2:12][CH2:13][CH3:14])=[C:5]([O:4][CH2:1][CH2:2][CH3:3])[CH:6]=4)[O:19][N:18]=3)[CH:28]=[CH:27][CH:26]=2)[CH2:22][CH2:23]1)([CH2:31][OH:32])[CH2:35][OH:34]. Given the reactants [CH2:1]([O:4][C:5]1[CH:6]=[C:7]([C:15]2[O:19][N:18]=[C:17]([C:20]3[CH:28]=[CH:27][CH:26]=[C:25]4[C:21]=3[CH2:22][CH2:23][N:24]4[CH2:29][C:30]3([NH:38]C(=O)OC(C)(C)C)[CH2:35][O:34]C(C)(C)[O:32][CH2:31]3)[N:16]=2)[CH:8]=[CH:9][C:10]=1[O:11][CH2:12][CH2:13][CH3:14])[CH2:2][CH3:3].C(OC1C=C(C2ON=C(C3C=CC=C4C=3CCN4CC3(NC(=O)OC(C)(C)C)COC(C)(C)OC3)N=2)C=CC=1OCC)C, predict the reaction product.